This data is from Reaction yield outcomes from USPTO patents with 853,638 reactions. The task is: Predict the reaction yield, written as a fraction of the theoretical maximum amount of product (1.0 means a 100% yield; for example, 0.34 means a 34% yield). (1) The reactants are [C:1]([O:5][C:6]([N:8]1[CH2:13][CH2:12][N:11]([C:14]2[CH:15]=[N:16][C:17]([NH2:20])=[CH:18][CH:19]=2)[CH2:10][CH2:9]1)=[O:7])([CH3:4])([CH3:3])[CH3:2].N1([CH:30]=[O:31])C2C=CC=CC=2N=N1. The catalyst is C1COCC1. The product is [C:1]([O:5][C:6]([N:8]1[CH2:13][CH2:12][N:11]([C:14]2[CH:15]=[N:16][C:17]([NH:20][CH:30]=[O:31])=[CH:18][CH:19]=2)[CH2:10][CH2:9]1)=[O:7])([CH3:4])([CH3:2])[CH3:3]. The yield is 0.912. (2) The reactants are [CH:1]1([N:7]2[C:12](=[O:13])[CH:11]=[C:10]([OH:14])[N:9]=[C:8]2[CH3:15])[CH2:6][CH2:5][CH2:4][CH2:3][CH2:2]1.CCN(C(C)C)C(C)C.[N:25]([CH2:28][C:29]([O:31]CC)=[O:30])=[C:26]=[O:27].[OH-].[Na+].Cl. The catalyst is ClCCl.O. The product is [CH:1]1([N:7]2[C:12](=[O:13])[C:11]([C:26]([NH:25][CH2:28][C:29]([OH:31])=[O:30])=[O:27])=[C:10]([OH:14])[N:9]=[C:8]2[CH3:15])[CH2:2][CH2:3][CH2:4][CH2:5][CH2:6]1. The yield is 0.124.